Dataset: Catalyst prediction with 721,799 reactions and 888 catalyst types from USPTO. Task: Predict which catalyst facilitates the given reaction. (1) Product: [C:25]([C:20]1([NH:19][C:18]([CH:17]2[N:13]([C:11](=[O:12])[CH:10]([NH:9][C:7]([O:6][CH:1]3[CH2:5][CH2:4][CH2:3][CH2:2]3)=[O:8])[C:43]([CH3:46])([CH3:45])[CH3:44])[CH2:14][CH:15]([O:30][C:31]([N:33]3[CH2:41][C:40]4[C:35](=[CH:36][CH:37]=[CH:38][C:39]=4[F:42])[CH2:34]3)=[O:32])[CH2:16]2)=[O:29])[CH2:22][CH:21]1[CH:23]=[CH2:24])([OH:27])=[O:26]. Reactant: [CH:1]1([O:6][C:7]([NH:9][CH:10]([C:43]([CH3:46])([CH3:45])[CH3:44])[C:11]([N:13]2[CH:17]([C:18](=[O:29])[NH:19][C:20]3([C:25]([O:27]C)=[O:26])[CH2:22][CH:21]3[CH:23]=[CH2:24])[CH2:16][CH:15]([O:30][C:31]([N:33]3[CH2:41][C:40]4[C:35](=[CH:36][CH:37]=[CH:38][C:39]=4[F:42])[CH2:34]3)=[O:32])[CH2:14]2)=[O:12])=[O:8])[CH2:5][CH2:4][CH2:3][CH2:2]1.[OH-].[Li+]. The catalyst class is: 87. (2) Reactant: [CH3:1][C:2]1[CH:7]=[CH:6][N:5]=[CH:4][C:3]=1[N:8]1[CH2:12][CH2:11][NH:10][C:9]1=[O:13].Br[C:15]1[C:24]2[C:19](=[CH:20][CH:21]=[CH:22][CH:23]=2)[CH:18]=[CH:17][CH:16]=1.N[C@@H]1CCCC[C@H]1N.P([O-])([O-])([O-])=O.[K+].[K+].[K+]. Product: [CH3:1][C:2]1[CH:7]=[CH:6][N:5]=[CH:4][C:3]=1[N:8]1[CH2:12][CH2:11][N:10]([C:23]2[C:24]3[C:19](=[CH:18][CH:17]=[CH:16][CH:15]=3)[CH:20]=[CH:21][CH:22]=2)[C:9]1=[O:13]. The catalyst class is: 246. (3) Reactant: [C:1]([N:5]1[CH2:32][CH2:31][CH2:30][CH2:29][C:8]2[C:9](Br)=[C:10]3[C:19]4[CH:18]=[C:17]([C:20]5[CH:21]=[N:22][CH:23]=[CH:24][CH:25]=5)[C:16]([O:26][CH3:27])=[CH:15][C:14]=4[CH2:13][CH2:12][N:11]3[C:7]=2[C:6]1=[O:33])([CH3:4])([CH3:3])[CH3:2].[O:34]1[CH2:39][CH:38]=[C:37](B2OC(C)(C)C(C)(C)O2)[CH2:36][CH2:35]1.C([O-])([O-])=O.[K+].[K+]. Product: [C:1]([N:5]1[CH2:32][CH2:31][CH2:30][CH2:29][C:8]2[C:9]([C:37]3[CH2:38][CH2:39][O:34][CH2:35][CH:36]=3)=[C:10]3[C:19]4[CH:18]=[C:17]([C:20]5[CH:21]=[N:22][CH:23]=[CH:24][CH:25]=5)[C:16]([O:26][CH3:27])=[CH:15][C:14]=4[CH2:13][CH2:12][N:11]3[C:7]=2[C:6]1=[O:33])([CH3:4])([CH3:3])[CH3:2]. The catalyst class is: 339. (4) The catalyst class is: 3. Product: [C:13]([O:12][C:10](=[O:11])[CH:9]([NH:17][C:26](=[O:27])[CH:25]([CH2:24][C:23]([O:22][C:18]([CH3:20])([CH3:19])[CH3:21])=[O:52])[CH2:29][CH2:30][CH2:31][S:32][C:33]([C:40]1[CH:45]=[CH:44][CH:43]=[CH:42][CH:41]=1)([C:34]1[CH:35]=[CH:36][CH:37]=[CH:38][CH:39]=1)[C:46]1[CH:51]=[CH:50][CH:49]=[CH:48][CH:47]=1)[CH2:8][C:6]([O:5][C:2]([CH3:1])([CH3:3])[CH3:4])=[O:7])([CH3:16])([CH3:15])[CH3:14]. Reactant: [CH3:1][C:2]([O:5][C:6]([CH2:8][C@H:9]([NH2:17])[C:10]([O:12][C:13]([CH3:16])([CH3:15])[CH3:14])=[O:11])=[O:7])([CH3:4])[CH3:3].[C:18]([O:22][C:23](=[O:52])[CH2:24][CH:25]([CH2:29][CH2:30][CH2:31][S:32][C:33]([C:46]1[CH:51]=[CH:50][CH:49]=[CH:48][CH:47]=1)([C:40]1[CH:45]=[CH:44][CH:43]=[CH:42][CH:41]=1)[C:34]1[CH:39]=[CH:38][CH:37]=[CH:36][CH:35]=1)[C:26](O)=[O:27])([CH3:21])([CH3:20])[CH3:19].C1C=CC2N(O)N=NC=2C=1.C1CN([P+](ON2N=NC3C=CC=CC2=3)(N2CCCC2)N2CCCC2)CC1.F[P-](F)(F)(F)(F)F.CCN(C(C)C)C(C)C. (5) Reactant: [CH:1]1[CH:2]=[CH:3][C:4]2[C:5](=[C:7]3[N:39]=[C:38]4[N:40]=[C:31]([C:32]5[CH:33]=[CH:34][CH:35]=[CH:36][C:37]=54)[N:30]=[C:28]4[NH:29][C:21]([C:22]5[CH:23]=[CH:24][CH:25]=[CH:26][C:27]=54)=[N:20][C:18]4=[N:19][C:11]([C:12]5[CH:13]=[CH:14][CH:15]=[CH:16][C:17]=54)=[N:10][C:9]=2[NH:8]3)[CH:6]=1.[Cl:41][S:42]([OH:45])(=O)=[O:43].S(Cl)([Cl:48])=O. Product: [CH:2]1[CH:1]=[CH:6][C:5]2[C:4](=[C:9]3[N:10]=[C:11]4[N:19]=[C:18]([C:17]5[CH:16]=[CH:15][CH:14]=[CH:13][C:12]=54)[N:20]=[C:21]4[NH:29][C:28]([C:27]5[CH:26]=[CH:25][CH:24]=[CH:23][C:22]=54)=[N:30][C:31]4=[N:40][C:38]([C:37]5[CH:36]=[CH:35][CH:34]=[CH:33][C:32]=54)=[N:39][C:7]=2[NH:8]3)[CH:3]=1.[S:42]([Cl:41])([Cl:48])(=[O:45])=[O:43]. The catalyst class is: 6. (6) Reactant: [CH3:1][O:2][C:3]1[CH:4]=[C:5]([CH:38]=[CH:39][CH:40]=1)[C:6]([NH:8][C:9]1[C:18]([C:19]#[N:20])=[C:17]([NH:21][CH2:22][C:23]2[CH:28]=[CH:27][CH:26]=[CH:25][CH:24]=2)[C:16]2[C:11](=[CH:12][CH:13]=[C:14]([N:29]3[CH2:34][CH2:33][N:32]([C:35](=[O:37])[CH3:36])[CH2:31][CH2:30]3)[CH:15]=2)[N:10]=1)=[O:7].[S:41]([O:51][NH2:52])([C:44]1[CH:50]=[CH:49][C:47]([CH3:48])=[CH:46][CH:45]=1)(=[O:43])=[O:42]. Product: [S:41]([C:44]1[CH:50]=[CH:49][C:47]([CH3:48])=[CH:46][CH:45]=1)([O-:51])(=[O:43])=[O:42].[NH2:52][N+:10]1[C:11]2[C:16](=[CH:15][C:14]([N:29]3[CH2:30][CH2:31][N:32]([C:35](=[O:37])[CH3:36])[CH2:33][CH2:34]3)=[CH:13][CH:12]=2)[C:17]([NH:21][CH2:22][C:23]2[CH:24]=[CH:25][CH:26]=[CH:27][CH:28]=2)=[C:18]([C:19]#[N:20])[C:9]=1[NH:8][C:6](=[O:7])[C:5]1[CH:38]=[CH:39][CH:40]=[C:3]([O:2][CH3:1])[CH:4]=1. The catalyst class is: 204. (7) Reactant: CC1C=CC(C)=CC=1SCC[CH2:12][CH2:13][CH2:14][C:15]([OH:17])=[O:16].[CH3:18][O:19][C:20]1[CH:21]=[C:22]([SH:26])[CH:23]=[CH:24][CH:25]=1.BrCCCC(OCC)=O.[OH-].[K+]. Product: [CH3:18][O:19][C:20]1[CH:21]=[C:22]([S:26][CH2:12][CH2:13][CH2:14][C:15]([OH:17])=[O:16])[CH:23]=[CH:24][CH:25]=1. The catalyst class is: 97.